From a dataset of Peptide-MHC class I binding affinity with 185,985 pairs from IEDB/IMGT. Regression. Given a peptide amino acid sequence and an MHC pseudo amino acid sequence, predict their binding affinity value. This is MHC class I binding data. The peptide sequence is LYEQVVMDY. The MHC is HLA-A01:01 with pseudo-sequence HLA-A01:01. The binding affinity (normalized) is 0.111.